From a dataset of Forward reaction prediction with 1.9M reactions from USPTO patents (1976-2016). Predict the product of the given reaction. (1) Given the reactants FC1C=C(NC2N=C3NN=CC3=C([C:24]3[CH:25]=[C:26]([NH:30][C:31](=[O:34])[CH:32]=[CH2:33])[CH:27]=[CH:28][CH:29]=3)N=2)C=CC=1N1CCOCC1.ClC1N=C(Cl)N=C2NN=CC=12.O1C=CCCC1.Cl[C:53]1[N:58]=[C:57]([Cl:59])[N:56]=[C:55]2[N:60]([CH:63]3[CH2:68][CH2:67][CH2:66][CH2:65][O:64]3)[N:61]=[CH:62][C:54]=12.C(NC1C=C(B(O)O)C=CC=1)(=O)C=C, predict the reaction product. The product is: [Cl:59][C:57]1[N:56]=[C:55]2[N:60]([CH:63]3[CH2:68][CH2:67][CH2:66][CH2:65][O:64]3)[N:61]=[CH:62][C:54]2=[C:53]([C:28]2[CH:27]=[C:26]([NH:30][C:31](=[O:34])[CH:32]=[CH2:33])[CH:25]=[CH:24][CH:29]=2)[N:58]=1. (2) Given the reactants [CH3:1][C:2]([C:4]1[CH:9]=[CH:8][CH:7]=[C:6]([F:10])[C:5]=1F)=O.O.[NH2:13][NH2:14], predict the reaction product. The product is: [F:10][C:6]1[CH:7]=[CH:8][CH:9]=[C:4]2[C:5]=1[NH:14][N:13]=[C:2]2[CH3:1]. (3) Given the reactants [Cl:1][C:2]1[C:9]([O:10][CH3:11])=[CH:8][CH:7]=[CH:6][C:3]=1[CH:4]=O.C([O-])(=O)C.[NH4+].[N+:17]([CH2:20][CH3:21])([O-:19])=[O:18], predict the reaction product. The product is: [Cl:1][C:2]1[C:3]([CH:4]=[C:20]([N+:17]([O-:19])=[O:18])[CH3:21])=[CH:6][CH:7]=[CH:8][C:9]=1[O:10][CH3:11]. (4) The product is: [Cl:1][C:2]1[CH:3]=[C:4]([OH:5])[CH:12]=[CH:13][C:14]=1[C:15]([F:17])([F:18])[F:16]. Given the reactants [Cl:1][C:2]1[CH:3]=[C:4]([CH:12]=[CH:13][C:14]=1[C:15]([F:18])([F:17])[F:16])[O:5]CC[Si](C)(C)C.[F-].C([N+](CCCC)(CCCC)CCCC)CCC.[Cl-].[NH4+], predict the reaction product. (5) Given the reactants [CH3:1][C:2]1[CH:3]=[C:4]([C:11]2[O:12][CH:13]=[CH:14][N:15]=2)[CH:5]=[CH:6][C:7]=1[N+:8]([O-])=O.C([O-])=O.[NH4+], predict the reaction product. The product is: [CH3:1][C:2]1[CH:3]=[C:4]([C:11]2[O:12][CH:13]=[CH:14][N:15]=2)[CH:5]=[CH:6][C:7]=1[NH2:8]. (6) Given the reactants C([O:5][C:6](=[O:35])[CH2:7][O:8][C:9]1[C:14]2=[CH:15][CH:16]=[C:17]3[C:26]([N:25]=[C:24]4[C:19]([CH:20]=[CH:21][CH:22]=[C:23]4[C:27](=[O:34])[NH:28][CH2:29][CH2:30][N:31]([CH3:33])[CH3:32])=[N:18]3)=[C:13]2[CH:12]=[CH:11][CH:10]=1)(C)(C)C.[F:36][C:37]([F:42])([F:41])[C:38]([OH:40])=[O:39], predict the reaction product. The product is: [F:36][C:37]([F:42])([F:41])[C:38]([OH:40])=[O:39].[CH3:32][N:31]([CH3:33])[CH2:30][CH2:29][NH:28][C:27]([C:23]1[C:24]2[C:19](=[N:18][C:17]3[C:26]([N:25]=2)=[C:13]2[CH:12]=[CH:11][CH:10]=[C:9]([O:8][CH2:7][C:6]([OH:35])=[O:5])[C:14]2=[CH:15][CH:16]=3)[CH:20]=[CH:21][CH:22]=1)=[O:34]. (7) Given the reactants [CH3:1][O:2][C:3]1[CH:4]=[C:5]([NH:11][C:12]2[C:21]([NH2:22])=[N:20][C:19]3[C:14](=[CH:15][CH:16]=[CH:17][CH:18]=3)[N:13]=2)[CH:6]=[C:7]([O:9][CH3:10])[CH:8]=1.[C:23]([NH:26][C:27]1[CH:28]=[C:29]([S:33](Cl)(=[O:35])=[O:34])[CH:30]=[CH:31][CH:32]=1)(=[O:25])[CH3:24].C1C(Cl)=CC=C(Cl)C=1, predict the reaction product. The product is: [CH3:10][O:9][C:7]1[CH:6]=[C:5]([NH:11][C:12]2[C:21]([NH:22][S:33]([C:29]3[CH:28]=[C:27]([NH:26][C:23](=[O:25])[CH3:24])[CH:32]=[CH:31][CH:30]=3)(=[O:35])=[O:34])=[N:20][C:19]3[C:14]([N:13]=2)=[CH:15][CH:16]=[CH:17][CH:18]=3)[CH:4]=[C:3]([O:2][CH3:1])[CH:8]=1.